This data is from Merck oncology drug combination screen with 23,052 pairs across 39 cell lines. The task is: Regression. Given two drug SMILES strings and cell line genomic features, predict the synergy score measuring deviation from expected non-interaction effect. (1) Cell line: CAOV3. Drug 2: O=C(CCCCCCC(=O)Nc1ccccc1)NO. Synergy scores: synergy=3.91. Drug 1: CN(C)C(=N)N=C(N)N. (2) Drug 1: CCC1(O)CC2CN(CCc3c([nH]c4ccccc34)C(C(=O)OC)(c3cc4c(cc3OC)N(C)C3C(O)(C(=O)OC)C(OC(C)=O)C5(CC)C=CCN6CCC43C65)C2)C1. Drug 2: NC1(c2ccc(-c3nc4ccn5c(=O)[nH]nc5c4cc3-c3ccccc3)cc2)CCC1. Cell line: PA1. Synergy scores: synergy=-4.33. (3) Drug 1: Cn1nnc2c(C(N)=O)ncn2c1=O. Drug 2: Cn1c(=O)n(-c2ccc(C(C)(C)C#N)cc2)c2c3cc(-c4cnc5ccccc5c4)ccc3ncc21. Cell line: UWB1289BRCA1. Synergy scores: synergy=41.4. (4) Drug 1: CS(=O)(=O)CCNCc1ccc(-c2ccc3ncnc(Nc4ccc(OCc5cccc(F)c5)c(Cl)c4)c3c2)o1. Drug 2: NC(=O)c1cccc2cn(-c3ccc(C4CCCNC4)cc3)nc12. Cell line: A427. Synergy scores: synergy=-10.0. (5) Drug 1: COC1=C2CC(C)CC(OC)C(O)C(C)C=C(C)C(OC(N)=O)C(OC)C=CC=C(C)C(=O)NC(=CC1=O)C2=O. Drug 2: NC1CCCCC1N.O=C(O)C(=O)O.[Pt+2]. Cell line: MDAMB436. Synergy scores: synergy=2.07. (6) Synergy scores: synergy=32.7. Drug 2: COC1=C2CC(C)CC(OC)C(O)C(C)C=C(C)C(OC(N)=O)C(OC)C=CC=C(C)C(=O)NC(=CC1=O)C2=O. Cell line: VCAP. Drug 1: CN1C(=O)C=CC2(C)C3CCC4(C)C(NC(=O)OCC(F)(F)F)CCC4C3CCC12. (7) Drug 1: NC(=O)c1cccc2cn(-c3ccc(C4CCCNC4)cc3)nc12. Drug 2: C#Cc1cccc(Nc2ncnc3cc(OCCOC)c(OCCOC)cc23)c1. Cell line: A375. Synergy scores: synergy=11.3. (8) Drug 1: O=C(CCCCCCC(=O)Nc1ccccc1)NO. Drug 2: Cn1cc(-c2cnn3c(N)c(Br)c(C4CCCNC4)nc23)cn1. Cell line: UWB1289. Synergy scores: synergy=5.57.